Dataset: Full USPTO retrosynthesis dataset with 1.9M reactions from patents (1976-2016). Task: Predict the reactants needed to synthesize the given product. (1) Given the product [CH3:5][O:6][C:7](=[O:33])[CH2:8][O:9][CH2:10][C:11]#[C:12][CH2:13][N:14]1[C:19](=[O:20])[CH2:18][CH2:17][CH2:16][C@@H:15]1[CH2:21][CH2:22][CH:23]([OH:32])[CH2:24][C:25]1[CH:30]=[CH:29][CH:28]=[C:27]([Cl:31])[CH:26]=1, predict the reactants needed to synthesize it. The reactants are: [BH4-].[Na+].CO.[CH3:5][O:6][C:7](=[O:33])[CH2:8][O:9][CH2:10][C:11]#[C:12][CH2:13][N:14]1[C:19](=[O:20])[CH2:18][CH2:17][CH2:16][C@@H:15]1[CH2:21][CH2:22][C:23](=[O:32])[CH2:24][C:25]1[CH:30]=[CH:29][CH:28]=[C:27]([Cl:31])[CH:26]=1. (2) Given the product [CH2:14]([O:8][C:5]1[C:6](=[O:7])[CH:1]=[C:2]([CH2:9][OH:10])[O:3][CH:4]=1)[C:15]1[CH:20]=[CH:19][CH:18]=[CH:17][CH:16]=1, predict the reactants needed to synthesize it. The reactants are: [CH:1]1[C:6](=[O:7])[C:5]([OH:8])=[CH:4][O:3][C:2]=1[CH2:9][OH:10].C[O-].[Na+].[CH2:14](Cl)[C:15]1[CH:20]=[CH:19][CH:18]=[CH:17][CH:16]=1. (3) Given the product [C:1]([O:5][CH2:6][CH2:7][CH2:8][CH2:9][O:10][C:18](=[O:22])[C:19]([O:10][CH2:9][CH2:8][CH2:7][CH2:6][O:5][C:1](=[O:4])[CH:16]=[CH2:17])=[O:20])(=[O:4])[CH:2]=[CH2:3], predict the reactants needed to synthesize it. The reactants are: [C:1]([O:5][CH2:6][CH2:7][CH2:8][CH2:9][OH:10])(=[O:4])[CH:2]=[CH2:3].C(N([CH2:16][CH3:17])CC)C.[C:18](Cl)(=[O:22])[C:19](Cl)=[O:20]. (4) Given the product [Cl:12][C:13]1[CH:18]=[CH:17][C:16]2[N:19]([CH2:2][CH2:3][N:4]3[CH2:8][CH2:7][CH2:6][C:5]3([CH3:10])[CH3:9])[C:25]3[CH2:26][CH2:27][N:22]([CH3:21])[CH2:23][C:24]=3[C:15]=2[CH:14]=1, predict the reactants needed to synthesize it. The reactants are: Br[CH2:2][CH2:3][N:4]1[CH2:8][CH2:7][CH2:6][C:5]1([CH3:10])[CH3:9].Cl.[Cl:12][C:13]1[CH:18]=[CH:17][C:16]([NH:19]N)=[CH:15][CH:14]=1.[CH3:21][N:22]1[CH2:27][CH2:26][C:25](=O)[CH2:24][CH2:23]1. (5) Given the product [F:1][C:2]1[CH:10]=[C:9]([O:11][C:12]([F:15])([F:14])[F:13])[CH:8]=[CH:7][C:3]=1[C:4]([Cl:18])=[O:5], predict the reactants needed to synthesize it. The reactants are: [F:1][C:2]1[CH:10]=[C:9]([O:11][C:12]([F:15])([F:14])[F:13])[CH:8]=[CH:7][C:3]=1[C:4](O)=[O:5].S(Cl)([Cl:18])=O.CN(C)C=O. (6) Given the product [OH:18][N:17]=[CH:1][CH:3]1[CH2:8][CH2:7][N:6]([C:9]([O:11][C:12]([CH3:15])([CH3:14])[CH3:13])=[O:10])[CH2:5][CH2:4]1, predict the reactants needed to synthesize it. The reactants are: [CH:1]([CH:3]1[CH2:8][CH2:7][N:6]([C:9]([O:11][C:12]([CH3:15])([CH3:14])[CH3:13])=[O:10])[CH2:5][CH2:4]1)=O.Cl.[NH2:17][OH:18].C(=O)([O-])[O-].[Na+].[Na+]. (7) Given the product [Br:1][C:2]1[CH:7]=[CH:6][C:5]([C:8]2[O:14][C:13](=[O:15])[C:12]3[CH:16]=[CH:17][CH:18]=[CH:19][C:11]=3[N:10]=2)=[CH:4][CH:3]=1, predict the reactants needed to synthesize it. The reactants are: [Br:1][C:2]1[CH:7]=[CH:6][C:5]([C:8]([NH:10][C:11]2[CH:19]=[CH:18][CH:17]=[CH:16][C:12]=2[C:13]([OH:15])=[O:14])=O)=[CH:4][CH:3]=1.C(OC(=O)C)(=O)C. (8) Given the product [CH3:1][S:2]([C:5]1[N:10]=[CH:9][C:8]([N:11]2[C:16]3[C:17]([CH3:22])=[C:18]([OH:25])[CH:19]=[CH:20][C:15]=3[O:14][CH2:13][CH2:12]2)=[CH:7][C:6]=1[CH3:23])(=[O:4])=[O:3], predict the reactants needed to synthesize it. The reactants are: [CH3:1][S:2]([C:5]1[N:10]=[CH:9][C:8]([N:11]2[C:16]3[C:17]([CH3:22])=[C:18](N)[CH:19]=[CH:20][C:15]=3[O:14][CH2:13][CH2:12]2)=[CH:7][C:6]=1[CH3:23])(=[O:4])=[O:3].N([O-])=[O:25].[Na+].